The task is: Predict which catalyst facilitates the given reaction.. This data is from Catalyst prediction with 721,799 reactions and 888 catalyst types from USPTO. (1) The catalyst class is: 16. Reactant: [CH:1]1[C:13]2[CH2:12][C:11]3[C:6](=[CH:7][CH:8]=[CH:9][CH:10]=3)[C:5]=2[CH:4]=[CH:3][CH:2]=1.C[C:15]([CH3:18])([O-])[CH3:16].[K+].Br[CH2:21][CH2:22][CH2:23][CH2:24][CH2:25][CH2:26][CH2:27][CH2:28][CH2:29][CH2:30][CH2:31][CH2:32][CH2:33][CH3:34]. Product: [CH2:21]([C:12]1([CH2:9][CH2:8][CH2:7][CH2:6][CH2:5][CH2:4][CH2:3][CH2:2][CH2:1][CH2:13][CH2:12][CH2:16][CH2:15][CH3:18])[C:11]2[CH:10]=[CH:9][CH:8]=[CH:7][C:6]=2[C:5]2[C:13]1=[CH:1][CH:2]=[CH:3][CH:4]=2)[CH2:22][CH2:23][CH2:24][CH2:25][CH2:26][CH2:27][CH2:28][CH2:29][CH2:30][CH2:31][CH2:32][CH2:33][CH3:34]. (2) Reactant: C([Li])CCC.[CH2:6]([Si:8]([CH2:20][CH3:21])([CH2:18][CH3:19])[C:9]#[C:10][CH2:11][C:12]1[CH:17]=[CH:16][CH:15]=[CH:14][CH:13]=1)[CH3:7].C(C1C=CC=CC=1)C#C.C([Si](CC)(CC)Cl)C. Product: [CH2:20]([Si:8]([CH2:6][CH3:7])([CH2:18][CH3:19])[C:9]#[C:10][CH2:11][C:12]1[CH:17]=[CH:16][CH:15]=[CH:14][CH:13]=1)[CH3:21]. The catalyst class is: 7. (3) Reactant: [F:1][CH2:2][C@:3]1([C:18]([O:20]C(C)(C)C)=[O:19])[CH:7]([CH3:8])[C:6](=[O:9])[N:5]([C@@H:10]([C:12]2[CH:17]=[CH:16][CH:15]=[CH:14][CH:13]=2)[CH3:11])[CH2:4]1. Product: [F:1][CH2:2][C@:3]1([C:18]([OH:20])=[O:19])[CH:7]([CH3:8])[C:6](=[O:9])[N:5]([C@@H:10]([C:12]2[CH:17]=[CH:16][CH:15]=[CH:14][CH:13]=2)[CH3:11])[CH2:4]1. The catalyst class is: 281.